Dataset: Experimentally validated miRNA-target interactions with 360,000+ pairs, plus equal number of negative samples. Task: Binary Classification. Given a miRNA mature sequence and a target amino acid sequence, predict their likelihood of interaction. (1) The miRNA is hsa-miR-3650 with sequence AGGUGUGUCUGUAGAGUCC. The protein sequence of the target gene is MFRMLNSSFEDDPFFSESILAHRENMRQMIRSFSEPFGRDLLSISDGRGRAHNRRGHNDGEDSLTHTDVSSFQTMDQMVSNMRNYMQKLERNFGQLSVDPNGHSFCSSSVMTYSKIGDEPPKVFQASTQTRRAPGGIKETRKAMRDSDSGLEKMAIGHHIHDRAHVIKKSKNKKTGDEEVNQEFINMNESDAHAFDEEWQSEVLKYKPGRHNLGNTRMRSVGHENPGSRELKRREKPQQSPAIEHGRRSNVLGDKLHIKGSSVKSNKK. Result: 0 (no interaction). (2) The miRNA is hsa-miR-548az-5p with sequence CAAAAGUGAUUGUGGUUUUUGC. The protein sequence of the target gene is MRRGERRDAGGPRPESPVPAGRASLEEPPDGPSAGQATGPGEGRRSTESEVYDDGTNTFFWRAHTLTVLFILTCTLGYVTLLEETPQDTAYNTKRGIVASILVFLCFGVTQAKDGPFSRPHPAYWRFWLCVSVVYELFLIFILFQTVQDGRQFLKYVDPKLGVPLPERDYGGNCLIYDPDNETDPFHNIWDKLDGFVPAHFLGWYLKTLMIRDWWMCMIISVMFEFLEYSLEHQLPNFSECWWDHWIMDVLVCNGLGIYCGMKTLEWLSLKTYKWQGLWNIPTYKGKMKRIAFQFTPYSW.... Result: 1 (interaction). (3) The miRNA is mmu-miR-487b-3p with sequence AAUCGUACAGGGUCAUCCACUU. The protein sequence of the target gene is MSNERVSTGSLGERLMLRTRSTRGSVRETLSKAIRSTLGRASSMERKDMPDRPKYGTALTAMTSTTPPSPKDRSSDSGDGDSPRPRKFSSKECARIYFSNTSSEHSSRSNSSTPRRVRHTTASSGYGSLSHLPPISYRKSSDPLNSLMSQSMYVQSPGMHIDEPKCTSLSQRRLYYEDSSETYIPSSPSLTTLKDFMMTNDDETFDDFDFDNDDVKSVISSASTSRIFSVDNRMSKYQKNQSLRQFLNSPVRLRKRGDTSRRDAVEAGFEPRDTVPRCHSTQSLRDVQRVRSYNNSQFQA.... Result: 0 (no interaction). (4) The miRNA is hsa-miR-5580-3p with sequence CACAUAUGAAGUGAGCCAGCAC. The protein sequence of the target gene is MASKSQHNAPKVKSPNGKAGSQGQWGRAWEVDWFSLASIIFLLLFAPFIVYYFIMACDQYSCSLTAPALDIATGHASLADIWAKTPPVTAKAAQLYALWVSFQVLLYSWLPDFCHRFLPGYVGGVQEGAITPAGVVNKYEVNGLQAWLITHILWFVNAYLLSWFSPTIIFDNWIPLLWCANILGYAVSTFAMIKGYLFPTSAEDCKFTGNFFYNYMMGIEFNPRIGKWFDFKLFFNGRPGIVAWTLINLSFAAKQQELYGHVTNSMILVNVLQAIYVLDFFWNETWYLKTIDICHDHFGW.... Result: 0 (no interaction). (5) The miRNA is hsa-miR-7111-3p with sequence AUCCUCUCUUCCCUCCUCCCAG. The protein sequence of the target gene is MLSGAAGAARRGGAALAPSLTRSLAGTHAGADSCAGADKGSHKETIEERDKRQQRQQRQRQHQGCGAAGSGSDSPTSGPHPVPVLFPLALSLEEQPLPPLPLGRAPGLLAREGQGREALASPSSRGQMPIEIVCKIKFAEEDAKPKEKEAGDEQSLLGAVAPGAAPRDLATFASTSTLHGLGRACGPGPHGLRRTLWALALLTSLAAFLYQAAGLARGYLTRPHLVAMDPAAPAPVAGFPAVTLCNINRFRHSALSDADIFHLANLTGLPPKDRDGHRAAGLRYPEPDMVDILNRTGHQL.... Result: 1 (interaction). (6) The miRNA is mmu-miR-466l-3p with sequence UAUAAAUACAUGCACACAUAUU. The protein sequence of the target gene is MASSCAVQVKLELGHRAQVRKKPTVEGFTHDWMVFVRGPEHSNIQHFVEKVVFHLHESFPRPKRVCKDPPYKVEESGYAGFILPIEVYFKNKEEPKKVRFDYDLFLHLEGHPPVNHLRCEKLTFNNPTEDFRRKLLKAGGDPNRSIHTSSSSSSSSSSSSSSSSSSSSSSSSSSSSSSSSSSSSSSSSSSTSFSKPHKLMKEHKEKPSKDSREHKSAFKEPSRDHNKSSKDSSKKPKENKPLKEEKIVPKMAFKEPKPMSKEPKADSNLLTVTSGQQDKKAPSKRPPASDSEELSAKKRK.... Result: 1 (interaction). (7) The miRNA is hsa-miR-548ar-5p with sequence AAAAGUAAUUGCAGUUUUUGC. The protein sequence of the target gene is MTWRMGPRFTMLLAMWLVCGSEPHPHATIRGSHGGRKVPLVSPDSSRPARFLRHTGRSRGIERSTLEEPNLQPLQRRRSVPVLRLARPTEPPARSDINGAAVRPEQRPAARGSPREMIRDEGSSARSRMLRFPSGSSSPNILASFAGKNRVWVISAPHASEGYYRLMMSLLKDDVYCELAERHIQQIVLFHQAGEEGGKVRRITSEGQILEQPLDPSLIPKLMSFLKLEKGKFGMVLLKKTLQVEERYPYPVRLEAMYEVIDQGPIRRIEKIRQKGFVQKCKASGVEGQVVAEGNDGGGG.... Result: 1 (interaction). (8) The miRNA is mmu-miR-592-5p with sequence AUUGUGUCAAUAUGCGAUGAUGU. The protein sequence of the target gene is MRSRWIWRFLRPDGGGIRWTSTPHGRLSPALRRGFLTTTTKSDYDRRPVDITPLEQRKLTFDTHALVQDLETHGFDKTQAQTIVSVLSTLSNVSLDTIYKEMVTKAQQEITVQQLMAHLDSIRKDMVILEKSEFANLRAENEKMKIELDQVKQQLTNETSRIRADNKLDINLERSRVTDMFTDQEKQLIEATNEFAKKDTQTKSIISETSNKIDTEIASLKTLMESSKLETIRYLAASVFTCLAIALGFYRFWKEN. Result: 0 (no interaction). (9) The miRNA is mmu-miR-124-3p with sequence UAAGGCACGCGGUGAAUGCC. The protein sequence of the target gene is MGLELYLDLMSQPCRAVYIFAKKNGIPFQLRTIELLKGQQYTDSFAQVNPLRKVPALKDGDFVLAESVAILLYLSRKYKAPDHWYPQDLQTRARVDEYLAWQHTALRSCCTRAMWQKMMFPVFLGQPVPPEMLASTLAELDGCLQVLEDKFLRNQAFLTGSHISVADLVAITELMHPVSAGCKIFESRPKLAAWRQRVEAEVGESLFQEAHEVVLKAKDMPPLMDPALKEKLKLSVQCLLH. Result: 1 (interaction). (10) The miRNA is mmu-miR-3089-5p with sequence UGAGUUCAGGGACAGCGUGUCU. The protein sequence of the target gene is MQALPLGLQLALLVAAGAGARVSAPRSLAWGPGLQAAAVLPVRYFFLQSVDSDGRNFTSSPPGQTQFKVVVKSLSPKELVRIYVPKPLDRNDGTFLVRYRMHETAHKGLKIEILHGSEHVAHSPYILKGPVYHEYCDCPEDDPQVWQETLSCPASEPQIEQDFVSFPSINLQQMLKEVPTRFGDERGAVVHYTILNNHIYRRSLGKYTDFKMFSDEILLSLARKVTLPDLEFYINLGDWPLEHRKVNDTPGPIPIISWCGSLDSRDIILPTYDVTHSTLEAMRGVTNDLLSVQGNTGPSW.... Result: 1 (interaction).